From a dataset of hERG Central: cardiac toxicity at 1µM, 10µM, and general inhibition. Predict hERG channel inhibition at various concentrations. (1) Results: hERG_inhib (hERG inhibition (general)): blocker. The compound is COc1ccccc1NC(=O)CN1CCC(c2nc3ccc(C)cc3[nH]2)CC1. (2) The compound is CCCCCC(=O)N1CCN(CCN=CC2=C(O)CC(c3ccco3)CC2=O)CC1. Results: hERG_inhib (hERG inhibition (general)): blocker. (3) The drug is O=C(CN1CCCC1)Nc1ccc(OCc2ccccc2)cc1. Results: hERG_inhib (hERG inhibition (general)): blocker. (4) The drug is COc1ccc(CN2C3CCCC2CC(NC(=O)c2cccc(F)c2)C3)cc1. Results: hERG_inhib (hERG inhibition (general)): blocker. (5) Results: hERG_inhib (hERG inhibition (general)): blocker. The drug is Cl.Fc1ccccc1COc1ccc(Br)cc1CNCc1cccnc1. (6) Results: hERG_inhib (hERG inhibition (general)): blocker. The compound is CN(Cc1nccn1C)C(=O)C1CCC(=O)N(CCc2ccc(Cl)cc2)C1. (7) The compound is O=C(Nc1ccccc1N1CCN(C(=O)c2ccccc2)CC1)c1ccc(Cl)cc1. Results: hERG_inhib (hERG inhibition (general)): blocker. (8) The compound is CC(CN1CCC(n2nccc2NC(=O)CCCc2ccccc2)CC1)c1ccccc1. Results: hERG_inhib (hERG inhibition (general)): blocker. (9) The drug is Cc1ccc(C(=O)N/C(=C/c2cccs2)C(=O)NCCCn2ccnc2)cc1. Results: hERG_inhib (hERG inhibition (general)): blocker.